Dataset: Reaction yield outcomes from USPTO patents with 853,638 reactions. Task: Predict the reaction yield, written as a fraction of the theoretical maximum amount of product (1.0 means a 100% yield; for example, 0.34 means a 34% yield). (1) The reactants are [N:1]1[C:5]2[CH:6]=[CH:7][CH:8]=[CH:9][C:4]=2[NH:3][CH:2]=1.[CH:10]#[C:11][CH3:12].ON1[C:18]2[CH:19]=[CH:20][CH:21]=[CH:22][C:17]=2N=N1.[OH2:23]. No catalyst specified. The product is [NH:1]1[C:5]2[CH:6]=[CH:7][C:8]([C:2]([N:1]3[CH2:5][CH2:4][CH2:9][C@@H:10]4[C:19]5[CH:18]=[C:17]([C:6]#[C:7][CH3:8])[CH:22]=[CH:21][C:20]=5[CH2:12][C@H:11]34)=[O:23])=[CH:9][C:4]=2[N:3]=[CH:2]1. The yield is 0.300. (2) The reactants are Br[C:2]1[C:3]([NH:9][C:10](=[O:13])[CH2:11]I)=[N:4][CH:5]=[C:6]([Br:8])[N:7]=1.C(N(C(C)C)CC)(C)C.Cl.[CH3:24][O:25][C@@H:26]1[CH2:31][CH2:30][C@H:29]([NH2:32])[CH2:28][CH2:27]1. The catalyst is C(#N)C. The product is [Br:8][C:6]1[N:7]=[C:2]2[N:32]([C@H:29]3[CH2:30][CH2:31][C@@H:26]([O:25][CH3:24])[CH2:27][CH2:28]3)[CH2:11][C:10](=[O:13])[NH:9][C:3]2=[N:4][CH:5]=1. The yield is 0.550. (3) The reactants are [CH2:1]([N:8]1[C:16]2[C:11](=[CH:12][C:13]([C:17]3[CH:22]=[CH:21][C:20]([F:23])=[C:19]([Cl:24])[CH:18]=3)=[CH:14][CH:15]=2)[CH:10]=[CH:9]1)[C:2]1[CH:7]=[CH:6][CH:5]=[CH:4][CH:3]=1.[C:25](Cl)(=[O:29])[C:26](Cl)=[O:27].[CH2:31]([OH:33])[CH3:32]. No catalyst specified. The product is [CH2:1]([N:8]1[C:16]2[C:11](=[CH:12][C:13]([C:17]3[CH:22]=[CH:21][C:20]([F:23])=[C:19]([Cl:24])[CH:18]=3)=[CH:14][CH:15]=2)[C:10]([C:25](=[O:29])[C:26]([O:33][CH2:31][CH3:32])=[O:27])=[CH:9]1)[C:2]1[CH:3]=[CH:4][CH:5]=[CH:6][CH:7]=1. The yield is 0.670. (4) The reactants are C([O-])([O-])=O.[Cs+].[Cs+].C1C=CC(P(C2C=CC3C(=CC=CC=3)C=2C2C3C(=CC=CC=3)C=CC=2P(C2C=CC=CC=2)C2C=CC=CC=2)C2C=CC=CC=2)=CC=1.Cl[C:54]1[C:59]([C@H:60]2[CH2:64][CH2:63][CH2:62][N:61]2[C:65]2[CH:70]=[CH:69][N:68]3[N:71]=[CH:72][C:73]([C:74]([O:76][CH2:77][CH3:78])=[O:75])=[C:67]3[N:66]=2)=[CH:58][C:57]([F:79])=[CH:56][N:55]=1.[NH2:80][CH2:81][CH2:82][NH:83][C:84](=[O:90])[O:85][C:86]([CH3:89])([CH3:88])[CH3:87]. The product is [C:86]([O:85][C:84]([NH:83][CH2:82][CH2:81][NH:80][C:54]1[C:59]([C@H:60]2[CH2:64][CH2:63][CH2:62][N:61]2[C:65]2[CH:70]=[CH:69][N:68]3[N:71]=[CH:72][C:73]([C:74]([O:76][CH2:77][CH3:78])=[O:75])=[C:67]3[N:66]=2)=[CH:58][C:57]([F:79])=[CH:56][N:55]=1)=[O:90])([CH3:89])([CH3:88])[CH3:87]. The yield is 0.580. The catalyst is C1(C)C=CC=CC=1.C1C=CC(/C=C/C(/C=C/C2C=CC=CC=2)=O)=CC=1.C1C=CC(/C=C/C(/C=C/C2C=CC=CC=2)=O)=CC=1.C1C=CC(/C=C/C(/C=C/C2C=CC=CC=2)=O)=CC=1.[Pd].[Pd]. (5) The reactants are [F:1][C:2]1[CH:23]=[CH:22][C:5]([CH:6]=[C:7]2[C:16](=O)[C:15]3[C:10](=[CH:11][C:12]([C:18]([O:20]C)=[O:19])=[CH:13][CH:14]=3)[O:9][CH2:8]2)=[CH:4][CH:3]=1.Cl.[NH:25]([C:27]1[CH:34]=[CH:33][C:30]([C:31]#[N:32])=[CH:29][CH:28]=1)[NH2:26]. No catalyst specified. The product is [C:31]([C:30]1[CH:33]=[CH:34][C:27]([N:25]2[CH:6]([C:5]3[CH:4]=[CH:3][C:2]([F:1])=[CH:23][CH:22]=3)[CH:7]3[CH2:8][O:9][C:10]4[CH:11]=[C:12]([C:18]([OH:20])=[O:19])[CH:13]=[CH:14][C:15]=4[C:16]3=[N:26]2)=[CH:28][CH:29]=1)#[N:32]. The yield is 0.250.